This data is from Full USPTO retrosynthesis dataset with 1.9M reactions from patents (1976-2016). The task is: Predict the reactants needed to synthesize the given product. Given the product [Cl:1][C:2]1[CH:7]=[CH:6][CH:5]=[CH:4][C:3]=1[CH2:8][C:9]([N:14]([O:13][CH3:12])[CH3:15])=[O:11], predict the reactants needed to synthesize it. The reactants are: [Cl:1][C:2]1[CH:7]=[CH:6][CH:5]=[CH:4][C:3]=1[CH2:8][C:9]([OH:11])=O.[CH3:12][O:13][NH:14][CH3:15].CCN=C=NCCCN(C)C.C1C=CC2N(O)N=NC=2C=1.CN1CCOCC1.